This data is from CYP2C19 inhibition data for predicting drug metabolism from PubChem BioAssay. The task is: Regression/Classification. Given a drug SMILES string, predict its absorption, distribution, metabolism, or excretion properties. Task type varies by dataset: regression for continuous measurements (e.g., permeability, clearance, half-life) or binary classification for categorical outcomes (e.g., BBB penetration, CYP inhibition). Dataset: cyp2c19_veith. The result is 0 (non-inhibitor). The molecule is Cc1noc(C)c1-c1nc(N2CCNCC2)c2ccccc2n1.